This data is from Reaction yield outcomes from USPTO patents with 853,638 reactions. The task is: Predict the reaction yield, written as a fraction of the theoretical maximum amount of product (1.0 means a 100% yield; for example, 0.34 means a 34% yield). (1) The reactants are [Si]([O:8][CH2:9][CH2:10][NH:11][C@@H:12]1[C:20]2[C:15](=[C:16]([C:21]3[S:25][C:24]([C:26]4[CH:27]=[CH:28][C:29]([O:34][CH:35]([CH3:37])[CH3:36])=[C:30]([CH:33]=4)[C:31]#[N:32])=[N:23][CH:22]=3)[CH:17]=[CH:18][CH:19]=2)[CH2:14][CH2:13]1)(C(C)(C)C)(C)C.Cl. The catalyst is CCOCC. The product is [OH:8][CH2:9][CH2:10][NH:11][C@@H:12]1[C:20]2[C:15](=[C:16]([C:21]3[S:25][C:24]([C:26]4[CH:27]=[CH:28][C:29]([O:34][CH:35]([CH3:37])[CH3:36])=[C:30]([CH:33]=4)[C:31]#[N:32])=[N:23][CH:22]=3)[CH:17]=[CH:18][CH:19]=2)[CH2:14][CH2:13]1. The yield is 0.800. (2) The reactants are C([NH:8][C:9]1[C:14]([CH3:15])=[CH:13][N:12]=[C:11]([C:16]#N)[C:10]=1[CH3:18])C1C=CC=CC=1.S(=O)(=O)(O)[OH:20].[CH2:24]([OH:26])[CH3:25]. The catalyst is C([O-])(O)=O.[Na+]. The product is [NH2:8][C:9]1[C:14]([CH3:15])=[CH:13][N:12]=[C:11]([C:16]([O:26][CH2:24][CH3:25])=[O:20])[C:10]=1[CH3:18]. The yield is 0.814. (3) The product is [Br:11][C:12]1[C:20]2[C:15](=[CH:16][N:17]=[C:18]([CH:21]=[O:22])[CH:19]=2)[O:14][CH:13]=1. The reactants are C(Cl)(=O)C(Cl)=O.CS(C)=O.[Br:11][C:12]1[C:20]2[C:15](=[CH:16][N:17]=[C:18]([CH2:21][OH:22])[CH:19]=2)[O:14][CH:13]=1.CCN(CC)CC. The catalyst is C1COCC1.C(Cl)Cl. The yield is 0.990.